Dataset: Full USPTO retrosynthesis dataset with 1.9M reactions from patents (1976-2016). Task: Predict the reactants needed to synthesize the given product. (1) Given the product [C:44]([O:63][CH2:64][C:65]1[CH:66]=[CH:67][CH:68]=[CH:69][CH:70]=1)(=[O:62])[CH2:45][CH2:46][CH2:47][CH2:48][CH2:49][CH2:50][CH2:51]/[CH:52]=[CH:53]/[CH2:54][CH2:55][CH2:56][CH2:57][CH2:58][CH2:59][CH2:60][CH3:61], predict the reactants needed to synthesize it. The reactants are: C(O)(=O)CCCCCCC/C=C/CCCCCCCC.C1CCC(N=C=NC2CCCCC2)CC1.C(O)C1C=CC=CC=1.[C:44]([O:63][CH2:64][C:65]1[CH:70]=[CH:69][CH:68]=[CH:67][CH:66]=1)(=[O:62])[CH2:45][CH2:46][CH2:47][CH2:48][CH2:49][CH2:50][CH2:51]/[CH:52]=[CH:53]\[CH2:54][CH2:55][CH2:56][CH2:57][CH2:58][CH2:59][CH2:60][CH3:61]. (2) Given the product [CH3:35][S:36]([OH:39])(=[O:38])=[O:37].[Cl:1][C:2]1[CH:7]=[C:6]([O:8][C:9]2[C:18]3[C:13](=[CH:14][C:15]([O:21][CH3:22])=[C:16]([O:19][CH3:20])[CH:17]=3)[N:12]=[CH:11][CH:10]=2)[CH:5]=[CH:4][C:3]=1[NH:23][C:24]([NH:26][C:27]1[CH:31]=[C:30]([CH3:32])[O:29][N:28]=1)=[O:25], predict the reactants needed to synthesize it. The reactants are: [Cl:1][C:2]1[CH:7]=[C:6]([O:8][C:9]2[C:18]3[C:13](=[CH:14][C:15]([O:21][CH3:22])=[C:16]([O:19][CH3:20])[CH:17]=3)[N:12]=[CH:11][CH:10]=2)[CH:5]=[CH:4][C:3]=1[NH:23][C:24]([NH:26][C:27]1[CH:31]=[C:30]([CH3:32])[O:29][N:28]=1)=[O:25].CO.[CH3:35][S:36]([OH:39])(=[O:38])=[O:37].C(OCC)(=O)C. (3) Given the product [NH2:1][C:2]1[N:7]=[C:6]([CH2:8][O:9][CH2:10][C@H:11]([C:20]([OH:22])=[O:21])[NH2:12])[CH:5]=[C:4]([CH3:24])[CH:3]=1, predict the reactants needed to synthesize it. The reactants are: [NH2:1][C:2]1[N:7]=[C:6]([CH2:8][O:9][CH2:10][C@H:11]([C:20]([O:22]C)=[O:21])[NH:12]C(OC(C)(C)C)=O)[CH:5]=[C:4]([CH3:24])[CH:3]=1.Cl. (4) Given the product [F:1][C:2]1[CH:3]=[CH:4][C:5]([CH:8]2[N:13]([C:22]([O:24][C:25]3[CH:26]=[CH:27][C:28]([N+:31]([O-:33])=[O:32])=[CH:29][CH:30]=3)=[O:23])[C:12]([O:14][CH3:15])=[N:11][C:10]([CH3:16])=[C:9]2[C:17]([O:19][CH3:20])=[O:18])=[CH:6][CH:7]=1, predict the reactants needed to synthesize it. The reactants are: [F:1][C:2]1[CH:7]=[CH:6][C:5]([CH:8]2[NH:13][C:12]([O:14][CH3:15])=[N:11][C:10]([CH3:16])=[C:9]2[C:17]([O:19][CH3:20])=[O:18])=[CH:4][CH:3]=1.Cl[C:22]([O:24][C:25]1[CH:30]=[CH:29][C:28]([N+:31]([O-:33])=[O:32])=[CH:27][CH:26]=1)=[O:23]. (5) Given the product [OH:29][C:12]([C:25]([F:26])([F:27])[F:28])([CH2:11][C:10]([C:6]1[CH:7]=[CH:8][CH:9]=[C:4]([C:1](=[N:41][O:40][CH3:39])[CH3:2])[CH:5]=1)([CH3:30])[CH3:31])[CH2:13][N:14]1[C:23]2[C:18](=[CH:19][CH:20]=[CH:21][CH:22]=2)[C:17](=[O:24])[CH:16]=[CH:15]1, predict the reactants needed to synthesize it. The reactants are: [C:1]([C:4]1[CH:5]=[C:6]([C:10]([CH3:31])([CH3:30])[CH2:11][C:12]([OH:29])([C:25]([F:28])([F:27])[F:26])[CH2:13][N:14]2[C:23]3[C:18](=[CH:19][CH:20]=[CH:21][CH:22]=3)[C:17](=[O:24])[CH:16]=[CH:15]2)[CH:7]=[CH:8][CH:9]=1)(=O)[CH3:2].C(=O)([O-])[O-].[K+].[K+].Cl.[CH3:39][O:40][NH2:41]. (6) Given the product [Cl:1][C:2]1[C:14]2[C:13]3[CH2:12][CH:11]([C:15]([NH:21][CH:19]([CH3:20])[CH3:18])=[O:17])[CH2:10][CH2:9][C:8]=3[NH:7][C:6]=2[N:5]=[CH:4][N:3]=1, predict the reactants needed to synthesize it. The reactants are: [Cl:1][C:2]1[C:14]2[C:13]3[CH2:12][CH:11]([C:15]([OH:17])=O)[CH2:10][CH2:9][C:8]=3[NH:7][C:6]=2[N:5]=[CH:4][N:3]=1.[CH3:18][CH:19]([NH2:21])[CH3:20]. (7) Given the product [OH:21][C:20]([C:2]1[CH:3]=[C:4]([CH:12]=[C:13]([C:15]([F:18])([F:17])[F:16])[CH:14]=1)[C:5]([O:7][C:8]([CH3:11])([CH3:10])[CH3:9])=[O:6])([CH3:22])[CH3:19], predict the reactants needed to synthesize it. The reactants are: Br[C:2]1[CH:3]=[C:4]([CH:12]=[C:13]([C:15]([F:18])([F:17])[F:16])[CH:14]=1)[C:5]([O:7][C:8]([CH3:11])([CH3:10])[CH3:9])=[O:6].[CH3:19][C:20]([CH3:22])=[O:21].Cl.CCOCC. (8) Given the product [Cl:9][C:10]1[CH:11]=[C:12]([O:31][CH2:2][C:3]2[S:7][N:6]=[C:5]([CH3:8])[N:4]=2)[CH:13]=[CH:14][C:15]=1[CH:16]([CH3:30])[C:17]([C:22]1[CH:27]=[N:26][C:25]([CH3:28])=[CH:24][N:23]=1)([OH:29])[C:18]([F:19])([F:21])[F:20], predict the reactants needed to synthesize it. The reactants are: Cl[CH2:2][C:3]1[S:7][N:6]=[C:5]([CH3:8])[N:4]=1.[Cl:9][C:10]1[CH:11]=[C:12]([OH:31])[CH:13]=[CH:14][C:15]=1[CH:16]([CH3:30])[C:17]([OH:29])([C:22]1[CH:27]=[N:26][C:25]([CH3:28])=[CH:24][N:23]=1)[C:18]([F:21])([F:20])[F:19].